Dataset: Forward reaction prediction with 1.9M reactions from USPTO patents (1976-2016). Task: Predict the product of the given reaction. (1) Given the reactants [OH:1][C:2]1[CH:8]=[CH:7][CH:6]=[CH:5][C:3]=1[NH2:4].Cl[C:10]1[C:11]2[C:18]([CH3:19])=[CH:17][S:16][C:12]=2[N:13]=[CH:14][N:15]=1, predict the reaction product. The product is: [CH3:19][C:18]1[C:11]2[C:10]([NH:4][C:3]3[CH:5]=[CH:6][CH:7]=[CH:8][C:2]=3[OH:1])=[N:15][CH:14]=[N:13][C:12]=2[S:16][CH:17]=1. (2) The product is: [OH:27][C:28]1[C:29]([C:37]2([CH2:5][OH:16])[C:45]3[C:40](=[CH:41][CH:42]=[CH:43][CH:44]=3)[N:39]([CH2:46][CH2:47][N:48]3[C:56](=[O:57])[C:55]4[C:50](=[CH:51][CH:52]=[CH:53][CH:54]=4)[C:49]3=[O:58])[C:38]2=[O:59])=[CH:30][C:31]2[O:35][CH2:34][O:33][C:32]=2[CH:36]=1. Given the reactants BrC1C=CC=C2C=1C(C1C(O)=CC3OCOC=3C=1)[C:5](=[O:16])N2CCCCC.[OH:27][C:28]1[C:29]([CH:37]2[C:45]3[C:40](=[CH:41][CH:42]=[CH:43][CH:44]=3)[N:39]([CH2:46][CH2:47][N:48]3[C:56](=[O:57])[C:55]4[C:50](=[CH:51][CH:52]=[CH:53][CH:54]=4)[C:49]3=[O:58])[C:38]2=[O:59])=[CH:30][C:31]2[O:35][CH2:34][O:33][C:32]=2[CH:36]=1, predict the reaction product. (3) Given the reactants [OH:1][CH2:2][CH2:3][C:4]1[CH:5]=[C:6]([CH2:12][CH:13]([O:19][CH:20]([CH3:22])[CH3:21])[C:14]([O:16]CC)=[O:15])[CH:7]=[CH:8][C:9]=1[O:10][CH3:11].[Cl:23][C:24]1[CH:29]=[CH:28][CH:27]=[CH:26][C:25]=1[N:30]=[C:31]=[O:32], predict the reaction product. The product is: [Cl:23][C:24]1[CH:29]=[CH:28][CH:27]=[CH:26][C:25]=1[NH:30][C:31]([O:1][CH2:2][CH2:3][C:4]1[CH:5]=[C:6]([CH2:12][CH:13]([O:19][CH:20]([CH3:21])[CH3:22])[C:14]([OH:16])=[O:15])[CH:7]=[CH:8][C:9]=1[O:10][CH3:11])=[O:32]. (4) Given the reactants C1CCN2C(=NCCC2)CC1.[CH3:12][Si:13]([CH3:27])([CH3:26])[CH2:14][CH2:15][O:16][C:17]([C:19]1[S:20][C:21](CBr)=[CH:22][CH:23]=1)=[O:18], predict the reaction product. The product is: [CH3:12][Si:13]([CH3:27])([CH3:26])[CH2:14][CH2:15][O:16][C:17]([C:19]1[S:20][CH:21]=[CH:22][CH:23]=1)=[O:18].